From a dataset of Full USPTO retrosynthesis dataset with 1.9M reactions from patents (1976-2016). Predict the reactants needed to synthesize the given product. (1) Given the product [Br-:35].[OH:10][C:9]([C:18]1[CH:23]=[CH:22][CH:21]=[C:20]([CH3:24])[CH:19]=1)([C:11]1[CH:16]=[CH:15][CH:14]=[C:13]([CH3:17])[CH:12]=1)[C:4]12[CH2:5][CH2:6][N+:1]([CH2:34][CH2:33][O:32][CH2:31][C:25]3[CH:30]=[CH:29][CH:28]=[CH:27][CH:26]=3)([CH2:8][CH2:7]1)[CH2:2][CH2:3]2, predict the reactants needed to synthesize it. The reactants are: [N:1]12[CH2:8][CH2:7][C:4]([C:9]([C:18]3[CH:23]=[CH:22][CH:21]=[C:20]([CH3:24])[CH:19]=3)([C:11]3[CH:16]=[CH:15][CH:14]=[C:13]([CH3:17])[CH:12]=3)[OH:10])([CH2:5][CH2:6]1)[CH2:3][CH2:2]2.[C:25]1([CH2:31][O:32][CH2:33][CH2:34][Br:35])[CH:30]=[CH:29][CH:28]=[CH:27][CH:26]=1. (2) Given the product [C:17]1([C:2]2[CH:3]=[CH:4][C:5]([C:8]([OH:10])=[O:9])=[N:6][CH:7]=2)[CH2:21][CH2:20][CH2:19][CH:18]=1, predict the reactants needed to synthesize it. The reactants are: Br[C:2]1[CH:3]=[CH:4][C:5]([C:8]([OH:10])=[O:9])=[N:6][CH:7]=1.C([O-])([O-])=O.[Cs+].[Cs+].[C:17]1(B2OC(C)(C)C(C)(C)O2)[CH2:21][CH2:20][CH2:19][CH:18]=1. (3) Given the product [Cl:24][C:5]1[N:6]=[C:7]([CH2:8][CH2:9][CH3:10])[C:2]([CH3:1])=[C:3]([C:12]2[CH:17]=[CH:16][CH:15]=[C:14]([C:18]([F:21])([F:20])[F:19])[CH:13]=2)[N:4]=1, predict the reactants needed to synthesize it. The reactants are: [CH3:1][C:2]1[C:3]([C:12]2[CH:17]=[CH:16][CH:15]=[C:14]([C:18]([F:21])([F:20])[F:19])[CH:13]=2)=[N:4][C:5](=O)[NH:6][C:7]=1[CH2:8][CH2:9][CH3:10].P(Cl)(Cl)([Cl:24])=O. (4) The reactants are: [Br-].[CH3:2][O:3][C:4]([C:6]1[CH:31]=[CH:30][C:9]([CH2:10][P+](C2C=CC=CC=2)(C2C=CC=CC=2)C2C=CC=CC=2)=[CH:8][CH:7]=1)=[O:5].C([Li])CCC.CCCCCC.[CH:43]([O:46][C:47]1[CH:52]=[CH:51][C:50]([N:53]2[C:57]3[CH:58]=[CH:59][C:60]([CH:62]=O)=[CH:61][C:56]=3[N:55]=[CH:54]2)=[CH:49][CH:48]=1)([CH3:45])[CH3:44]. Given the product [CH:43]([O:46][C:47]1[CH:52]=[CH:51][C:50]([N:53]2[C:57]3[CH:58]=[CH:59][C:60](/[CH:62]=[CH:10]\[C:9]4[CH:8]=[CH:7][C:6]([C:4]([O:3][CH3:2])=[O:5])=[CH:31][CH:30]=4)=[CH:61][C:56]=3[N:55]=[CH:54]2)=[CH:49][CH:48]=1)([CH3:45])[CH3:44], predict the reactants needed to synthesize it. (5) Given the product [CH3:18][C:19]1([CH3:26])[CH2:24][CH2:23][CH2:22][CH:21]([N:25]2[CH2:10][CH2:9][N:8]([C:6]([O:5][C:1]([CH3:2])([CH3:3])[CH3:4])=[O:7])[CH2:14][C:15]2=[O:16])[CH2:20]1, predict the reactants needed to synthesize it. The reactants are: [C:1]([O:5][C:6]([N:8]([CH2:14][CH:15]=[O:16])[CH2:9][C:10](OC)=O)=[O:7])([CH3:4])([CH3:3])[CH3:2].Cl.[CH3:18][C:19]1([CH3:26])[CH2:24][CH2:23][CH2:22][CH:21]([NH2:25])[CH2:20]1.CCN(C(C)C)C(C)C.CC(O)=O.